From a dataset of Full USPTO retrosynthesis dataset with 1.9M reactions from patents (1976-2016). Predict the reactants needed to synthesize the given product. (1) Given the product [CH2:31]1[N:32]([CH2:35][CH2:36][O:37][CH2:38][CH2:39][OH:40])[CH2:33][CH2:34][N:29]([C:20]2[C:18]3[C:17](=[CH:16][CH:15]=[CH:14][CH:19]=3)[S:28][C:27]3[C:22](=[CH:23][CH:24]=[CH:25][CH:26]=3)[N:21]=2)[CH2:30]1.[CH2:31]1[N:32]([CH2:35][CH2:36][O:37][CH2:38][CH2:39][OH:40])[CH2:33][CH2:34][N:29]([C:20]2[C:18]3[C:17](=[CH:16][CH:15]=[CH:14][CH:19]=3)[S:28][C:27]3[C:22](=[CH:23][CH:24]=[CH:25][CH:26]=3)[N:21]=2)[CH2:30]1.[CH:2](/[C:1]([OH:8])=[O:7])=[CH:3]\[C:4]([OH:6])=[O:5], predict the reactants needed to synthesize it. The reactants are: [C:1]([OH:8])(=[O:7])/[CH:2]=[CH:3]/[C:4]([OH:6])=[O:5].CC(C)=O.O.[CH:14]1[CH:15]=[CH:16][C:17]2[S:28][C:27]3[CH:26]=[CH:25][CH:24]=[CH:23][C:22]=3[N:21]=[C:20]([N:29]3[CH2:34][CH2:33][N:32]([CH2:35][CH2:36][O:37][CH2:38][CH2:39][OH:40])[CH2:31][CH2:30]3)[C:18]=2[CH:19]=1. (2) Given the product [OH:14][C:15]1[CH:20]=[CH:19][C:18]([C:2]2[C:3](=[O:13])[C:4]3[C:9]([C:10](=[O:12])[CH:11]=2)=[CH:8][CH:7]=[CH:6][CH:5]=3)=[CH:17][CH:16]=1, predict the reactants needed to synthesize it. The reactants are: Br[C:2]1[C:3](=[O:13])[C:4]2[C:9]([C:10](=[O:12])[CH:11]=1)=[CH:8][CH:7]=[CH:6][CH:5]=2.[OH:14][C:15]1[CH:20]=[CH:19][C:18](B(O)O)=[CH:17][CH:16]=1.P([O-])([O-])([O-])=O.[K+].[K+].[K+].C1(P(C2CCCCC2)C2CCCCC2)CCCCC1.C[C@@H](O)[C@H](N)C(O)=O. (3) Given the product [F:1][C:2]1[CH:3]=[C:4]([CH:7]=[C:8]([CH2:10][O:11][C:13]2[CH:23]=[C:17]3[N:18]([CH3:22])[CH2:19][CH2:20][CH2:21][N:16]3[C:15](=[O:24])[N:14]=2)[CH:9]=1)[C:5]#[N:6], predict the reactants needed to synthesize it. The reactants are: [F:1][C:2]1[CH:3]=[C:4]([CH:7]=[C:8]([CH2:10][OH:11])[CH:9]=1)[C:5]#[N:6].Cl[C:13]1[CH:23]=[C:17]2[N:18]([CH3:22])[CH2:19][CH2:20][CH2:21][N:16]2[C:15](=[O:24])[N:14]=1. (4) The reactants are: [F:1][C:2]1[CH:9]=[C:8]([Br:10])[CH:7]=[CH:6][C:3]=1[CH2:4]Br.[NH:11]1[CH2:15][CH2:14][CH2:13][C:12]1=[O:16].[H-].[Na+]. Given the product [Br:10][C:8]1[CH:7]=[CH:6][C:3]([CH2:4][N:11]2[CH2:15][CH2:14][CH2:13][C:12]2=[O:16])=[C:2]([F:1])[CH:9]=1, predict the reactants needed to synthesize it. (5) Given the product [CH3:43][C:42]1[CH:41]=[CH:40][C:37]([C:38]#[N:39])=[CH:36][C:35]=1[N:1]1[CH:5]=[C:4]([C:6]2[CH:11]=[CH:10][N:9]=[C:8]3[N:12]([CH2:15][O:16][CH2:17][CH2:18][Si:19]([CH3:22])([CH3:21])[CH3:20])[CH:13]=[CH:14][C:7]=23)[CH:3]=[N:2]1, predict the reactants needed to synthesize it. The reactants are: [NH:1]1[CH:5]=[C:4]([C:6]2[CH:11]=[CH:10][N:9]=[C:8]3[N:12]([CH2:15][O:16][CH2:17][CH2:18][Si:19]([CH3:22])([CH3:21])[CH3:20])[CH:13]=[CH:14][C:7]=23)[CH:3]=[N:2]1.C(=O)([O-])[O-].[Cs+].[Cs+].CN(C=O)C.F[C:35]1[CH:36]=[C:37]([CH:40]=[CH:41][C:42]=1[CH3:43])[C:38]#[N:39]. (6) Given the product [C@@:1]12([C:7]3[O:11][N:10]=[C:9]([CH3:12])[N:8]=3)[CH2:6][C@@H:5]1[CH2:4][NH:3][CH2:2]2, predict the reactants needed to synthesize it. The reactants are: [C:1]12([C:7]3[O:11][N:10]=[C:9]([CH3:12])[N:8]=3)[CH2:6][CH:5]1[CH2:4][NH:3][CH2:2]2.C(=O)(O)[O-].[Na+].[Cl-].[Na+].C(O)(=O)[C@H]([C@@H](C(O)=O)O)O.